Dataset: Forward reaction prediction with 1.9M reactions from USPTO patents (1976-2016). Task: Predict the product of the given reaction. Given the reactants ClC1C=[C:4]([CH:7]=[CH:8][CH:9]=1)C=O.[CH3:10][Si:11]([CH3:18])([CH3:17])N[Si:11]([CH3:18])([CH3:17])[CH3:10].[CH2:19]([Li])[CH2:20][CH2:21][CH3:22].C[Si](Cl)(C)C.[CH2:29]([N:31](CC)CC)[CH3:30].C(Cl)(=[O:38])C, predict the reaction product. The product is: [CH:21](=[C:20]([CH:19]=[N:31][C:29]([O:38][Si:11]([CH3:18])([CH3:17])[CH3:10])=[CH2:30])[CH2:9][CH2:8][CH2:7][CH3:4])[CH3:22].